Predict the reaction yield, written as a fraction of the theoretical maximum amount of product (1.0 means a 100% yield; for example, 0.34 means a 34% yield). From a dataset of Reaction yield outcomes from USPTO patents with 853,638 reactions. (1) The reactants are [CH2:1]([NH:8][NH2:9])[C:2]1[CH:7]=[CH:6][CH:5]=[CH:4][CH:3]=1.[CH3:10][C:11]([CH3:18])([CH3:17])[C:12](=O)[CH2:13][C:14]#[N:15]. No catalyst specified. The product is [CH2:1]([N:8]1[C:14]([NH2:15])=[CH:13][C:12]([C:11]([CH3:18])([CH3:17])[CH3:10])=[N:9]1)[C:2]1[CH:7]=[CH:6][CH:5]=[CH:4][CH:3]=1. The yield is 0.360. (2) The reactants are [ClH:1].C(OCC)C.C(OC([N:14]1[CH2:18][CH2:17][CH:16]([O:19][C:20]2[CH:25]=[C:24]([C:26](=[O:28])[NH2:27])[CH:23]=[CH:22][C:21]=2[N+:29]([O-:31])=[O:30])[CH2:15]1)=O)(C)(C)C. The catalyst is CC(O)C. The product is [ClH:1].[N+:29]([C:21]1[CH:22]=[CH:23][C:24]([C:26]([NH2:27])=[O:28])=[CH:25][C:20]=1[O:19][CH:16]1[CH2:17][CH2:18][NH:14][CH2:15]1)([O-:31])=[O:30]. The yield is 1.00. (3) The yield is 0.320. The product is [CH3:24][C:10]([C:7]1[CH:6]=[CH:5][C:4]([N+:1]([O-:3])=[O:2])=[CH:9][N:8]=1)([C:16]([O:18][CH2:19][CH3:20])=[O:17])[C:11]([O:13][CH2:14][CH3:15])=[O:12]. The catalyst is CN(C)C=O. The reactants are [N+:1]([C:4]1[CH:5]=[CH:6][C:7]([CH:10]([C:16]([O:18][CH2:19][CH3:20])=[O:17])[C:11]([O:13][CH2:14][CH3:15])=[O:12])=[N:8][CH:9]=1)([O-:3])=[O:2].[H-].[Na+].I[CH3:24].O. (4) The reactants are [CH2:1]([C:3]1[CH:4]=[C:5]2[C:10](=[CH:11][C:12]=1[OH:13])[O:9][CH:8]([C:14]([F:17])([F:16])[F:15])[C:7]([C:18]([OH:20])=[O:19])=[CH:6]2)[CH3:2].S(Cl)([Cl:24])(=O)=O. The catalyst is ClCCl.C(O)(=O)C.[Zn]. The product is [Cl:24][C:11]1[C:12]([OH:13])=[C:3]([CH2:1][CH3:2])[CH:4]=[C:5]2[C:10]=1[O:9][CH:8]([C:14]([F:15])([F:16])[F:17])[C:7]([C:18]([OH:20])=[O:19])=[CH:6]2. The yield is 0.180. (5) The reactants are Cl.[CH3:2][O:3][CH2:4][CH2:5][O:6][C:7]1[CH:12]=[CH:11][C:10](/[CH:13]=[CH:14]/[C:15]([NH:17][S:18]([CH2:21][CH2:22][CH2:23][CH2:24][CH3:25])(=[O:20])=[O:19])=[O:16])=[C:9]([O:26][CH:27]2[CH2:32][CH2:31][NH:30][CH2:29][CH2:28]2)[CH:8]=1.[C:33](OC(=O)C)(=[O:35])[CH3:34]. The catalyst is N1C=CC=CC=1.CN(C)C1C=CN=CC=1. The product is [C:33]([N:30]1[CH2:29][CH2:28][CH:27]([O:26][C:9]2[CH:8]=[C:7]([O:6][CH2:5][CH2:4][O:3][CH3:2])[CH:12]=[CH:11][C:10]=2/[CH:13]=[CH:14]/[C:15]([NH:17][S:18]([CH2:21][CH2:22][CH2:23][CH2:24][CH3:25])(=[O:19])=[O:20])=[O:16])[CH2:32][CH2:31]1)(=[O:35])[CH3:34]. The yield is 0.620. (6) The reactants are [NH:1]1[CH2:6][CH2:5][CH:4]([C:7]2[NH:11][C:10]3[CH:12]=[CH:13][C:14]([C:16]#[N:17])=[CH:15][C:9]=3[N:8]=2)[CH2:3][CH2:2]1.[Cl:18][C:19]1[C:24](Cl)=[N:23][CH:22]=[CH:21][N:20]=1.C([O-])([O-])=O.[K+].[K+]. The catalyst is CC#N. The product is [Cl:18][C:19]1[C:24]([N:1]2[CH2:2][CH2:3][CH:4]([C:7]3[NH:11][C:10]4[CH:12]=[CH:13][C:14]([C:16]#[N:17])=[CH:15][C:9]=4[N:8]=3)[CH2:5][CH2:6]2)=[N:23][CH:22]=[CH:21][N:20]=1. The yield is 0.650. (7) The reactants are [CH3:1][N:2]([CH3:13])[C:3]1[CH:11]=[C:7]([C:8]([OH:10])=O)[C:6]([OH:12])=[CH:5][CH:4]=1.[F:14][C:15]([F:28])([F:27])[C:16]1[CH:17]=[C:18]([CH:20]=[C:21]([C:23]([F:26])([F:25])[F:24])[CH:22]=1)[NH2:19]. No catalyst specified. The product is [F:14][C:15]([F:27])([F:28])[C:16]1[CH:17]=[C:18]([NH:19][C:8](=[O:10])[C:7]2[CH:11]=[C:3]([N:2]([CH3:1])[CH3:13])[CH:4]=[CH:5][C:6]=2[OH:12])[CH:20]=[C:21]([C:23]([F:24])([F:26])[F:25])[CH:22]=1. The yield is 0.288. (8) The reactants are [Cl-].[Ce+3].[Cl-].[Cl-].[BH4-:5].[Na+].[CH:7]1[C:16]2[C:11](=[CH:12][CH:13]=[CH:14][CH:15]=2)[CH:10]=[CH:9][C:8]=1[PH:17](=O)[C:18]1[CH:27]=[CH:26][C:25]2[C:20](=[CH:21][CH:22]=[CH:23][CH:24]=2)[CH:19]=1.[H-].[Al+3].[Li+].[H-].[H-].[H-].Cl. The catalyst is C1COCC1.C1(C)C=CC=CC=1. The product is [CH:19]1[C:20]2[C:25](=[CH:24][CH:23]=[CH:22][CH:21]=2)[CH:26]=[CH:27][C:18]=1[PH:17][C:8]1[CH:9]=[CH:10][C:11]2[C:16](=[CH:15][CH:14]=[CH:13][CH:12]=2)[CH:7]=1.[BH3:5]. The yield is 0.633. (9) The reactants are [C:1]1([CH2:7][CH2:8][NH2:9])[CH:6]=[CH:5][CH:4]=[CH:3][CH:2]=1.C([O-])([O-])=O.[K+].[K+].Br[CH2:17][CH2:18][CH:19]=[CH2:20]. No catalyst specified. The product is [CH2:20]([NH:9][CH2:8][CH2:7][C:1]1[CH:6]=[CH:5][CH:4]=[CH:3][CH:2]=1)[CH2:19][CH:18]=[CH2:17]. The yield is 0.620. (10) The reactants are [Br:1][C:2]1[C:7]([CH3:8])=[CH:6][C:5](Br)=[C:4]([CH3:10])[N:3]=1.C([Mg]Cl)(C)C.CN(C)[CH:18]=[O:19].O. The catalyst is O1CCCC1. The product is [Br:1][C:2]1[N:3]=[C:4]([CH3:10])[C:5]([CH:18]=[O:19])=[CH:6][C:7]=1[CH3:8]. The yield is 0.470.